Dataset: Experimentally validated miRNA-target interactions with 360,000+ pairs, plus equal number of negative samples. Task: Binary Classification. Given a miRNA mature sequence and a target amino acid sequence, predict their likelihood of interaction. (1) The miRNA is mmu-miR-335-3p with sequence UUUUUCAUUAUUGCUCCUGACC. The protein sequence of the target gene is MAEKQKHDGRVKIGHYVLGDTLGVGTFGKVKIGEHQLTGHKVAVKILNRQKIRSLDVVGKIKREIQNLKLFRHPHIIKLYQVISTPTDFFMVMEYVSGGELFDYICKHGRVEEVEARRLFQQILSAVDYCHRHMVVHRDLKPENVLLDAQMNAKIADFGLSNMMSDGEFLRTSCGSPNYAAPEVISGRLYAGPEVDIWSCGVILYALLCGTLPFDDEHVPTLFKKIRGGVFYIPDYLNRSVATLLMHMLQVDPLKRATIKDIREHEWFKQDLPSYLFPEDPSYDANVIDDEAVKEVCEKF.... Result: 1 (interaction). (2) The miRNA is cel-miR-253-3p with sequence UUAGUAGGCGUUGUGGGAAGGG. The protein sequence of the target gene is MSAGGDFGNPLRKFKLVFLGEQSVGKTSLITRFMYDSFDNTYQATIGIDFLSKTMYLEDRTVRLQLWDTAGQERFRSLIPSYIRDSTVAVVVYDITNVNSFQQTTKWIDDVRTERGSDVIIMLVGNKTDLADKRQVSIEEGERKAKELNVMFIETSAKAGYNVKQLFRRVAAALPGMESTQDRSREDMIDIKLEKPQEQPVNEGGCSC. Result: 0 (no interaction). (3) The miRNA is hsa-miR-4484 with sequence AAAAGGCGGGAGAAGCCCCA. The protein sequence of the target gene is MARLTKRRQADTKAIQHLWAAIEIIRNQKQIANIDRITKYMSRVHGMHPKETTRQLSLAVKDGLIVETLTVGCKGSKAGIEQEGYWLPGDEIDWETENHDWYCFECHLPGEVLICDLCFRVYHSKCLSDEFRLRDSSSPWQCPVCRSIKKKNTNKQEMGTYLRFIVSRMKERAIDLNKKGKDNKHPMYRRLVHSAVDVPTIQEKVNEGKYRSYEEFKADAQLLLHNTVIFYGADSEQADIARMLYKDTCHELDELQLCKNCFYLSNARPDNWFCYPCIPNHELVWAKMKGFGFWPAKVMQ.... Result: 1 (interaction). (4) The miRNA is hsa-miR-548c-3p with sequence CAAAAAUCUCAAUUACUUUUGC. The protein sequence of the target gene is MEIPPTNYPASRAALVAQNYINYQQGTPHRVFEVQKVKQASMEDIPGRGHKYHLKFAVEEIIQKQVKVNCTAEVLYPSTGQETAPEVNFTFEGETGKNPDEEDNTFYQRLKSMKEPLEAQNIPDNFGNVSPEMTLVLHLAWVACGYIIWQNSTEDTWYKMVKIQTVKQVQRNDDFIELDYTILLHNIASQEIIPWQMQVLWHPQYGTKVKHNSRLPKEVQLE. Result: 0 (no interaction).